Dataset: Reaction yield outcomes from USPTO patents with 853,638 reactions. Task: Predict the reaction yield, written as a fraction of the theoretical maximum amount of product (1.0 means a 100% yield; for example, 0.34 means a 34% yield). (1) The reactants are [ClH:1].[CH2:2]([O:9][C:10]1[C:11]([NH:17][C:18]2[S:19][CH:20]=[C:21]([CH3:23])[N:22]=2)=[N:12][CH:13]=[C:14](Br)[CH:15]=1)[C:3]1[CH:8]=[CH:7][CH:6]=[CH:5][CH:4]=1.[Li]C.C([Li])CCC.[CH:31]1([S:37][S:37][CH:31]2[CH2:36][CH2:35][CH2:34][CH2:33][CH2:32]2)[CH2:36][CH2:35][CH2:34][CH2:33][CH2:32]1. No catalyst specified. The product is [ClH:1].[CH2:2]([O:9][C:10]1[C:11]([NH:17][C:18]2[S:19][CH:20]=[C:21]([CH3:23])[N:22]=2)=[N:12][CH:13]=[C:14]([S:37][CH:31]2[CH2:36][CH2:35][CH2:34][CH2:33][CH2:32]2)[CH:15]=1)[C:3]1[CH:8]=[CH:7][CH:6]=[CH:5][CH:4]=1. The yield is 0.0731. (2) The reactants are [CH:1]1([NH:8][C:9]2[N:14]=[C:13]([NH:15][CH2:16][CH:17]3[CH2:21][CH2:20][CH2:19][N:18]3[CH2:22][CH3:23])[N:12]=[C:11]([NH:24][C:25]3[CH:30]=[CH:29][C:28]([O:31][CH3:32])=[C:27]([F:33])[CH:26]=3)[N:10]=2)[CH2:7][CH2:6][CH2:5][CH2:4][CH2:3][CH2:2]1.[ClH:34]. The catalyst is CO. The product is [ClH:34].[CH:1]1([NH:8][C:9]2[N:14]=[C:13]([NH:15][CH2:16][CH:17]3[CH2:21][CH2:20][CH2:19][N:18]3[CH2:22][CH3:23])[N:12]=[C:11]([NH:24][C:25]3[CH:30]=[CH:29][C:28]([O:31][CH3:32])=[C:27]([F:33])[CH:26]=3)[N:10]=2)[CH2:7][CH2:6][CH2:5][CH2:4][CH2:3][CH2:2]1. The yield is 0.970. (3) The reactants are [Br:1][C:2]1[CH:9]=[C:8]([CH2:10][N:11]2C(=O)C3C(=CC=CC=3)C2=O)[CH:7]=[CH:6][C:3]=1[C:4]#[N:5].O.NN.Cl. The catalyst is CCO. The product is [NH2:11][CH2:10][C:8]1[CH:7]=[CH:6][C:3]([C:4]#[N:5])=[C:2]([Br:1])[CH:9]=1. The yield is 0.758. (4) The reactants are C([SiH]([CH2:6][CH3:7])CC)C.[C:8]([C:13]1C=CC=[C:18]2[C:14]=1[CH2:15][C:16](=[O:22])[NH:17]2)(=O)[CH2:9][CH2:10][CH3:11].F[C:24](F)(F)C(O)=O. No catalyst specified. The product is [CH2:9]([C:8]1[CH:13]=[C:14]2[C:18](=[CH:6][CH:7]=1)[NH:17][C:16](=[O:22])[CH2:15]2)[CH2:10][CH2:11][CH3:24]. The yield is 0.910. (5) The reactants are Br[C:2]1[N:6]([CH2:7][C:8]2[CH:13]=[CH:12][C:11]([O:14][CH3:15])=[CH:10][CH:9]=2)[N:5]=[CH:4][N:3]=1.CC([O-])(C)C.[Na+].[NH2:22][C:23]1[CH:30]=[C:29]([Cl:31])[C:26]([C:27]#[N:28])=[C:25]([Cl:32])[CH:24]=1. The catalyst is CN(C=O)C. The product is [Cl:31][C:29]1[CH:30]=[C:23]([NH:22][C:2]2[N:6]([CH2:7][C:8]3[CH:13]=[CH:12][C:11]([O:14][CH3:15])=[CH:10][CH:9]=3)[N:5]=[CH:4][N:3]=2)[CH:24]=[C:25]([Cl:32])[C:26]=1[C:27]#[N:28]. The yield is 0.200.